The task is: Predict the product of the given reaction.. This data is from Forward reaction prediction with 1.9M reactions from USPTO patents (1976-2016). The product is: [CH3:26][N:27]1[C:35]([CH3:36])=[C:34]2[C:29]([CH:30]=[C:31]([NH:37][C:2]3[N:7]=[C:6]([NH:8][CH:9]4[CH2:10][CH:11]5[CH2:15][N:14]([C:16]([O:18][C:19]([CH3:22])([CH3:20])[CH3:21])=[O:17])[CH2:13][CH:12]5[CH2:23]4)[C:5]([CH3:24])=[CH:4][N:3]=3)[CH:32]=[CH:33]2)=[N:28]1. Given the reactants Cl[C:2]1[N:7]=[C:6]([NH:8][CH:9]2[CH2:23][CH:12]3[CH2:13][N:14]([C:16]([O:18][C:19]([CH3:22])([CH3:21])[CH3:20])=[O:17])[CH2:15][CH:11]3[CH2:10]2)[C:5]([CH3:24])=[CH:4][N:3]=1.Cl.[CH3:26][N:27]1[C:35]([CH3:36])=[C:34]2[C:29]([CH:30]=[C:31]([NH2:37])[CH:32]=[CH:33]2)=[N:28]1.CCN(C(C)C)C(C)C, predict the reaction product.